Dataset: Full USPTO retrosynthesis dataset with 1.9M reactions from patents (1976-2016). Task: Predict the reactants needed to synthesize the given product. (1) Given the product [Br:3][C:4]1[CH:9]=[CH:8][C:7]([N:10]([CH3:18])[S:11]([CH3:14])(=[O:12])=[O:13])=[C:6]([N+:15]([O-:17])=[O:16])[CH:5]=1, predict the reactants needed to synthesize it. The reactants are: CI.[Br:3][C:4]1[CH:9]=[CH:8][C:7]([NH:10][S:11]([CH3:14])(=[O:13])=[O:12])=[C:6]([N+:15]([O-:17])=[O:16])[CH:5]=1.[C:18]([O-])([O-])=O.[K+].[K+].O. (2) Given the product [C:17]([O:21][C:22]([NH:4][CH2:3][C:2]([F:16])([F:1])[C:5]1[CH:10]=[CH:9][CH:8]=[C:7]([O:11][CH2:12][CH2:13][CH2:14][CH3:15])[CH:6]=1)=[O:23])([CH3:20])([CH3:19])[CH3:18], predict the reactants needed to synthesize it. The reactants are: [F:1][C:2]([F:16])([C:5]1[CH:10]=[CH:9][CH:8]=[C:7]([O:11][CH2:12][CH2:13][CH2:14][CH3:15])[CH:6]=1)[CH2:3][NH2:4].[C:17]([O:21][C:22](O[C:22]([O:21][C:17]([CH3:20])([CH3:19])[CH3:18])=[O:23])=[O:23])([CH3:20])([CH3:19])[CH3:18].CCN(CC)CC. (3) The reactants are: [F:1][C:2]([F:21])([F:20])[C:3]1[CH:4]=[C:5]([C@H:13]2[S:17][C:16](=[O:18])[NH:15][C@H:14]2[CH3:19])[CH:6]=[C:7]([C:9]([F:12])([F:11])[F:10])[CH:8]=1.[H-].[Na+].CS(O[CH2:29][C:30]1[CH:35]=[C:34]([C:36]([F:39])([F:38])[F:37])[CH:33]=[CH:32][C:31]=1[Br:40])(=O)=O. Given the product [F:21][C:2]([F:1])([F:20])[C:3]1[CH:4]=[C:5]([C@H:13]2[S:17][C:16](=[O:18])[N:15]([CH2:29][C:30]3[CH:35]=[C:34]([C:36]([F:37])([F:39])[F:38])[CH:33]=[CH:32][C:31]=3[Br:40])[C@H:14]2[CH3:19])[CH:6]=[C:7]([C:9]([F:10])([F:11])[F:12])[CH:8]=1, predict the reactants needed to synthesize it. (4) Given the product [CH3:12][O:13][C:14](=[O:20])[CH:15]([CH2:22][C:23]1[CH:28]=[CH:27][C:26]([S:29]([N:32]2[CH2:37][CH2:36][O:35][CH2:34][CH2:33]2)(=[O:31])=[O:30])=[CH:25][CH:24]=1)[C:16](=[O:19])[CH2:17][CH3:18], predict the reactants needed to synthesize it. The reactants are: CC(C)([O-])C.[K+].C(O)(C)(C)C.[CH3:12][O:13][C:14](=[O:20])[CH2:15][C:16](=[O:19])[CH2:17][CH3:18].Br[CH2:22][C:23]1[CH:28]=[CH:27][C:26]([S:29]([N:32]2[CH2:37][CH2:36][O:35][CH2:34][CH2:33]2)(=[O:31])=[O:30])=[CH:25][CH:24]=1. (5) Given the product [Cl:1][C:2]1[CH:28]=[CH:27][C:5]([CH2:6][N:7]2[C:15]3[C:10](=[CH:11][C:12]([CH:16]=[C:17]4[S:21][C:20]([N:34]([CH2:35][CH:36]([OH:43])[CH2:37][N:38]5[CH2:42][CH2:41][CH2:40][CH2:39]5)[CH3:33])=[N:19][C:18]4=[O:26])=[CH:13][CH:14]=3)[CH:9]=[N:8]2)=[C:4]([C:29]([F:32])([F:31])[F:30])[CH:3]=1, predict the reactants needed to synthesize it. The reactants are: [Cl:1][C:2]1[CH:28]=[CH:27][C:5]([CH2:6][N:7]2[C:15]3[C:10](=[CH:11][C:12]([CH:16]=[C:17]4[S:21][CH:20](SCCC)[NH:19][C:18]4=[O:26])=[CH:13][CH:14]=3)[CH:9]=[N:8]2)=[C:4]([C:29]([F:32])([F:31])[F:30])[CH:3]=1.[CH3:33][NH:34][CH2:35][CH:36]([OH:43])[CH2:37][N:38]1[CH2:42][CH2:41][CH2:40][CH2:39]1. (6) Given the product [Si:1]([O:8][C@H:9]([CH2:13][CH2:14][CH2:15][CH2:16][CH2:17][CH3:18])[C@H:10]([OH:12])[CH3:11])([C:4]([CH3:7])([CH3:6])[CH3:5])([CH3:3])[CH3:2].[Si:19]([O:26][C@@H:27]([C@H:29]([OH:36])[CH2:30][CH2:31][CH2:32][CH2:33][CH2:34][CH3:35])[CH3:28])([C:22]([CH3:23])([CH3:25])[CH3:24])([CH3:21])[CH3:20], predict the reactants needed to synthesize it. The reactants are: [Si:1]([O:8][C@H:9](/[CH:13]=[CH:14]/[CH2:15][CH2:16][CH2:17][CH3:18])[C@H:10]([OH:12])[CH3:11])([C:4]([CH3:7])([CH3:6])[CH3:5])([CH3:3])[CH3:2].[Si:19]([O:26][C@@H:27]([C@H:29]([OH:36])/[CH:30]=[CH:31]/[CH2:32][CH2:33][CH2:34][CH3:35])[CH3:28])([C:22]([CH3:25])([CH3:24])[CH3:23])([CH3:21])[CH3:20]. (7) Given the product [CH2:20]([O:22][C:23]([C:11]1[CH:6]=[CH:7][C:8]([C:12]2[CH:13]=[CH:14][C:15]([CH2:18][Br:19])=[CH:16][CH:17]=2)=[CH:9][CH:10]=1)=[O:24])[CH3:21], predict the reactants needed to synthesize it. The reactants are: C(OC([C:6]1[CH:7]=[C:8]([C:12]2[CH:17]=[CH:16][C:15]([CH2:18][Br:19])=[CH:14][CH:13]=2)[CH:9]=[CH:10][CH:11]=1)=O)C.[CH2:20]([O:22][C:23](C1C=CC(C2C=CC(C)=CC=2)=CC=1)=[O:24])[CH3:21].BrN1C(=O)CCC1=O.